Dataset: Peptide-MHC class I binding affinity with 185,985 pairs from IEDB/IMGT. Task: Regression. Given a peptide amino acid sequence and an MHC pseudo amino acid sequence, predict their binding affinity value. This is MHC class I binding data. (1) The peptide sequence is ILYDTGSSW. The MHC is HLA-A11:01 with pseudo-sequence HLA-A11:01. The binding affinity (normalized) is 0.0847. (2) The peptide sequence is WLSTYAVRI. The MHC is Mamu-A2601 with pseudo-sequence Mamu-A2601. The binding affinity (normalized) is 0.525. (3) The peptide sequence is LVRDITESL. The MHC is HLA-A80:01 with pseudo-sequence HLA-A80:01. The binding affinity (normalized) is 0.0847. (4) The peptide sequence is LITEQFLCY. The MHC is HLA-A80:01 with pseudo-sequence HLA-A80:01. The binding affinity (normalized) is 0.787. (5) The peptide sequence is WRWKSQVTI. The MHC is HLA-B15:09 with pseudo-sequence HLA-B15:09. The binding affinity (normalized) is 0.242. (6) The peptide sequence is IPKIYGGPIS. The binding affinity (normalized) is 0.424. The MHC is HLA-B07:02 with pseudo-sequence HLA-B07:02.